From a dataset of Full USPTO retrosynthesis dataset with 1.9M reactions from patents (1976-2016). Predict the reactants needed to synthesize the given product. (1) The reactants are: FC(F)(F)C(O)=O.C(OC([N:15]1[CH:24]([C:25]2[NH:26][CH:27]=[C:28]([C:30]3[CH:35]=[CH:34][CH:33]=[CH:32][CH:31]=3)[N:29]=2)[CH2:23][C:22]2[C:17](=[CH:18][CH:19]=[CH:20][CH:21]=2)[CH2:16]1)=O)(C)(C)C. Given the product [C:30]1([C:28]2[N:29]=[C:25]([CH:24]3[CH2:23][C:22]4[C:17](=[CH:18][CH:19]=[CH:20][CH:21]=4)[CH2:16][NH:15]3)[NH:26][CH:27]=2)[CH:31]=[CH:32][CH:33]=[CH:34][CH:35]=1, predict the reactants needed to synthesize it. (2) Given the product [SH:8][CH2:9][CH:10]([N:20]([CH2:42][CH2:43][C:44]1[CH:49]=[CH:48][CH:47]=[CH:46][CH:45]=1)[C:21](=[O:41])[NH:22][C@@H:23]([CH2:34][C:35]1[CH:36]=[CH:37][CH:38]=[CH:39][CH:40]=1)[C:24]([OH:26])=[O:25])[CH2:11][SH:12], predict the reactants needed to synthesize it. The reactants are: C([S:8][CH2:9][CH:10]([N:20]([CH2:42][CH2:43][C:44]1[CH:49]=[CH:48][CH:47]=[CH:46][CH:45]=1)[C:21](=[O:41])[NH:22][C@@H:23]([CH2:34][C:35]1[CH:40]=[CH:39][CH:38]=[CH:37][CH:36]=1)[C:24]([O:26]CC1C=CC=CC=1)=[O:25])[CH2:11][S:12]CC1C=CC=CC=1)C1C=CC=CC=1.N.C(=O)=O.CO.[Na].[Cl-].[NH4+]. (3) Given the product [OH:1][C:2]1[C:3]2[O:16][N:15]=[C:14]([C:17]3[CH:22]=[CH:21][CH:20]=[CH:19][CH:18]=3)[C:4]=2[C:5]([C:35]#[C:34][Si:30]([CH3:33])([CH3:32])[CH3:31])=[N:6][C:7]=1[C:8]([O:10][CH2:11][CH3:12])=[O:9], predict the reactants needed to synthesize it. The reactants are: [OH:1][C:2]1[C:3]2[O:16][N:15]=[C:14]([C:17]3[CH:22]=[CH:21][CH:20]=[CH:19][CH:18]=3)[C:4]=2[C:5](I)=[N:6][C:7]=1[C:8]([O:10][CH2:11][CH3:12])=[O:9].C(NC(C)C)(C)C.[Si:30]([C:34]#[CH:35])([CH3:33])([CH3:32])[CH3:31].